From a dataset of Full USPTO retrosynthesis dataset with 1.9M reactions from patents (1976-2016). Predict the reactants needed to synthesize the given product. (1) Given the product [F:8][C:6]1[CH:5]=[C:4]([NH:9][S:10]([C:13]2[CH:18]=[CH:17][C:16]([OH:19])=[CH:15][CH:14]=2)(=[O:12])=[O:11])[CH:3]=[C:2]([B:20]2[O:24][C:23]([CH3:26])([CH3:25])[C:22]([CH3:28])([CH3:27])[O:21]2)[CH:7]=1, predict the reactants needed to synthesize it. The reactants are: Br[C:2]1[CH:3]=[C:4]([NH:9][S:10]([C:13]2[CH:18]=[CH:17][C:16]([OH:19])=[CH:15][CH:14]=2)(=[O:12])=[O:11])[CH:5]=[C:6]([F:8])[CH:7]=1.[B:20]1([B:20]2[O:24][C:23]([CH3:26])([CH3:25])[C:22]([CH3:28])([CH3:27])[O:21]2)[O:24][C:23]([CH3:26])([CH3:25])[C:22]([CH3:28])([CH3:27])[O:21]1.C([O-])(=O)C.[K+].O. (2) Given the product [CH3:23][S:24]([O:1][CH2:2][CH:3]1[O:8][CH2:7][CH2:6][N:5]([C:9]([O:11][C:12]([CH3:15])([CH3:14])[CH3:13])=[O:10])[CH2:4]1)(=[O:26])=[O:25], predict the reactants needed to synthesize it. The reactants are: [OH:1][CH2:2][CH:3]1[O:8][CH2:7][CH2:6][N:5]([C:9]([O:11][C:12]([CH3:15])([CH3:14])[CH3:13])=[O:10])[CH2:4]1.C(N(CC)CC)C.[CH3:23][S:24](Cl)(=[O:26])=[O:25]. (3) Given the product [OH:15][CH2:16][CH2:17][CH2:18][CH2:19][O:20][C:21]1[C:28]([CH3:29])=[CH:27][C:24]([C:25]2[NH:6][C:4](=[O:5])[C:3]3[C:2](=[CH:10][C:9]([O:11][CH3:12])=[CH:8][C:7]=3[O:13][CH3:14])[N:1]=2)=[CH:23][C:22]=1[CH3:30], predict the reactants needed to synthesize it. The reactants are: [NH2:1][C:2]1[CH:10]=[C:9]([O:11][CH3:12])[CH:8]=[C:7]([O:13][CH3:14])[C:3]=1[C:4]([NH2:6])=[O:5].[OH:15][CH2:16][CH2:17][CH2:18][CH2:19][O:20][C:21]1[C:28]([CH3:29])=[CH:27][C:24]([CH:25]=O)=[CH:23][C:22]=1[CH3:30].OS([O-])=O.[Na+].CC1C=CC(S(O)(=O)=O)=CC=1.